Dataset: Forward reaction prediction with 1.9M reactions from USPTO patents (1976-2016). Task: Predict the product of the given reaction. (1) Given the reactants [Cl:1][C:2]1[C:3](I)=[C:4]2[N:10]=[C:9]([C:11]3[CH:16]=[CH:15][C:14]([CH2:17][N:18]4[CH2:23][CH2:22][O:21][CH2:20][CH2:19]4)=[CH:13][CH:12]=3)[NH:8][C:5]2=[N:6][CH:7]=1.[CH3:25][O:26][CH2:27][CH2:28][CH2:29][NH2:30].C1(P(C2C=CC=CC=2)CCCP(C2C=CC=CC=2)C2C=CC=CC=2)C=CC=CC=1.[O:60]1CCOC[CH2:61]1, predict the reaction product. The product is: [Cl:1][C:2]1[C:3]([C:61]([NH:30][CH2:29][CH2:28][CH2:27][O:26][CH3:25])=[O:60])=[C:4]2[N:10]=[C:9]([C:11]3[CH:16]=[CH:15][C:14]([CH2:17][N:18]4[CH2:23][CH2:22][O:21][CH2:20][CH2:19]4)=[CH:13][CH:12]=3)[NH:8][C:5]2=[N:6][CH:7]=1. (2) Given the reactants [OH:1][NH:2][C:3]([N:5]1[CH2:10][CH2:9][CH:8]([C:11]2[CH:12]=[CH:13][C:14]([CH2:17][O:18][C:19]3[CH:24]=[CH:23][C:22]([S:25]([CH3:28])(=[O:27])=[O:26])=[CH:21][CH:20]=3)=[N:15][CH:16]=2)[CH2:7][CH2:6]1)=[NH:4].[C:29](O)(=O)[CH:30]([CH3:32])[CH3:31].O.ON1C2C=CC=CC=2N=N1.C(N(CC)C(C)C)(C)C.Cl.CN(C)CCCN=C=NCC.C(=O)([O-])O.[Na+], predict the reaction product. The product is: [CH:30]([C:32]1[O:1][N:2]=[C:3]([N:5]2[CH2:10][CH2:9][CH:8]([C:11]3[CH:12]=[CH:13][C:14]([CH2:17][O:18][C:19]4[CH:20]=[CH:21][C:22]([S:25]([CH3:28])(=[O:27])=[O:26])=[CH:23][CH:24]=4)=[N:15][CH:16]=3)[CH2:7][CH2:6]2)[N:4]=1)([CH3:31])[CH3:29]. (3) Given the reactants [Br:1][C:2]1[CH:3]=[C:4]([C:8]([N+:13]([O-])=O)([CH2:11][OH:12])[CH2:9][OH:10])[CH:5]=[CH:6][CH:7]=1.[H][H], predict the reaction product. The product is: [NH2:13][C:8]([C:4]1[CH:5]=[CH:6][CH:7]=[C:2]([Br:1])[CH:3]=1)([CH2:11][OH:12])[CH2:9][OH:10]. (4) Given the reactants [C:1]([Si:5]([CH3:34])([CH3:33])[O:6][CH2:7][CH2:8][NH:9][C:10]1[CH:15]=[CH:14][C:13]([NH:16][C:17]([C:19]2[C:23]([NH:24][C:25]([C:27]3[S:28][C:29]([Cl:32])=[CH:30][CH:31]=3)=[O:26])=[CH:22][S:21][N:20]=2)=[O:18])=[CH:12][CH:11]=1)([CH3:4])([CH3:3])[CH3:2].[N:35]#[C:36]Br.C(=O)(O)[O-].[Na+], predict the reaction product. The product is: [Si:5]([O:6][CH2:7][CH2:8][N:9]([C:36]#[N:35])[C:10]1[CH:15]=[CH:14][C:13]([NH:16][C:17]([C:19]2[C:23]([NH:24][C:25]([C:27]3[S:28][C:29]([Cl:32])=[CH:30][CH:31]=3)=[O:26])=[CH:22][S:21][N:20]=2)=[O:18])=[CH:12][CH:11]=1)([C:1]([CH3:4])([CH3:3])[CH3:2])([CH3:34])[CH3:33].